Dataset: Full USPTO retrosynthesis dataset with 1.9M reactions from patents (1976-2016). Task: Predict the reactants needed to synthesize the given product. (1) Given the product [C:1]([CH:4]1[CH2:9][CH2:8][CH2:7][CH2:6][N:5]1[C:10]([O:12][C:13]([CH3:16])([CH3:15])[CH3:14])=[O:11])(=[S:26])[NH2:2], predict the reactants needed to synthesize it. The reactants are: [C:1]([CH:4]1[CH2:9][CH2:8][CH2:7][CH2:6][N:5]1[C:10]([O:12][C:13]([CH3:16])([CH3:15])[CH3:14])=[O:11])(=O)[NH2:2].COC1C=CC(P2(SP(C3C=CC(OC)=CC=3)(=S)S2)=[S:26])=CC=1.N#N. (2) Given the product [CH3:31][C:24]12[CH2:26][C:27]3([NH2:30])[CH2:28][CH:22]([CH2:21][C:20]([CH3:19])([CH2:29]3)[CH2:25]1)[CH2:23]2.[CH3:1][C@@H:2]([C:16]([OH:18])=[O:17])[C:3]1[CH:8]=[CH:7][C:6]([C:9]2[CH:14]=[CH:13][CH:12]=[CH:11][CH:10]=2)=[C:5]([F:15])[CH:4]=1, predict the reactants needed to synthesize it. The reactants are: [CH3:1][C@@H:2]([C:16]([OH:18])=[O:17])[C:3]1[CH:8]=[CH:7][C:6]([C:9]2[CH:14]=[CH:13][CH:12]=[CH:11][CH:10]=2)=[C:5]([F:15])[CH:4]=1.[CH3:19][C:20]12[CH2:29][C:27]3([NH2:30])[CH2:28][CH:22]([CH2:23][C:24]([CH3:31])([CH2:26]3)[CH2:25]1)[CH2:21]2. (3) Given the product [Cl:1][C:2]1[CH:28]=[N:27][C:5]2[N:6]=[C:7]([N:14]3[CH2:19][CH2:18][NH:17][CH2:16][CH2:15]3)[C:8]3[N:9]([C:10]([CH3:13])=[N:11][N:12]=3)[C:4]=2[CH:3]=1, predict the reactants needed to synthesize it. The reactants are: [Cl:1][C:2]1[CH:28]=[N:27][C:5]2[N:6]=[C:7]([N:14]3[CH2:19][CH2:18][N:17](C(OC(C)(C)C)=O)[CH2:16][CH2:15]3)[C:8]3[N:9]([C:10]([CH3:13])=[N:11][N:12]=3)[C:4]=2[CH:3]=1.C(O)(C(F)(F)F)=O. (4) The reactants are: [H-].[Na+].[OH:3][C:4]1[CH:9]=[CH:8][C:7]([N:10]2[C:18](=[O:19])[C:17]3[C:12](=[CH:13][CH:14]=[CH:15][CH:16]=3)[C:11]2=[O:20])=[CH:6][CH:5]=1.[C:21]([O:25][C:26]([N:28]1[CH2:32][CH2:31][CH2:30][C@@H:29]1[CH2:33]OS(C1C=CC(C)=CC=1)(=O)=O)=[O:27])([CH3:24])([CH3:23])[CH3:22]. Given the product [C:21]([O:25][C:26]([N:28]1[CH2:32][CH2:31][CH2:30][C@@H:29]1[CH2:33][O:3][C:4]1[CH:5]=[CH:6][C:7]([N:10]2[C:18](=[O:19])[C:17]3[C:12](=[CH:13][CH:14]=[CH:15][CH:16]=3)[C:11]2=[O:20])=[CH:8][CH:9]=1)=[O:27])([CH3:24])([CH3:22])[CH3:23], predict the reactants needed to synthesize it. (5) The reactants are: [F:1][C:2]1[CH:27]=[CH:26][C:5]([CH2:6][O:7][C:8]2[CH:13]=[CH:12][C:11]([CH:14]([O:19][CH2:20][O:21][CH2:22][CH2:23][O:24][CH3:25])[C:15]([O:17]C)=[O:16])=[CH:10][CH:9]=2)=[CH:4][CH:3]=1. Given the product [F:1][C:2]1[CH:3]=[CH:4][C:5]([CH2:6][O:7][C:8]2[CH:9]=[CH:10][C:11]([CH:14]([O:19][CH2:20][O:21][CH2:22][CH2:23][O:24][CH3:25])[C:15]([OH:17])=[O:16])=[CH:12][CH:13]=2)=[CH:26][CH:27]=1, predict the reactants needed to synthesize it. (6) Given the product [CH2:1]([O:8][C:9]1[CH:18]=[CH:17][C:12]([C:13]([O-:15])=[O:14])=[CH:11][C:10]=1[NH:19][C:20](=[O:28])[CH2:21][N:22]1[CH2:23][CH2:24][O:25][CH2:26][CH2:27]1)[C:2]1[CH:7]=[CH:6][CH:5]=[CH:4][CH:3]=1.[Li+:30], predict the reactants needed to synthesize it. The reactants are: [CH2:1]([O:8][C:9]1[CH:18]=[CH:17][C:12]([C:13]([O:15]C)=[O:14])=[CH:11][C:10]=1[NH:19][C:20](=[O:28])[CH2:21][N:22]1[CH2:27][CH2:26][O:25][CH2:24][CH2:23]1)[C:2]1[CH:7]=[CH:6][CH:5]=[CH:4][CH:3]=1.[OH-].[Li+:30]. (7) Given the product [F:32][C:31]1[CH:30]=[CH:29][C:28]([NH:33][C:34](=[O:38])[CH:35]([CH3:37])[CH3:36])=[CH:27][C:26]=1[CH:23]1[CH2:22][CH2:21][N:20]([CH2:19][CH2:18][CH2:17][NH:16][C:13]([C:8]2([C:5]3[CH:4]=[CH:3][C:2]([F:1])=[CH:7][CH:6]=3)[CH2:9][CH2:10][CH2:11][CH2:12]2)=[O:15])[CH2:25][CH2:24]1, predict the reactants needed to synthesize it. The reactants are: [F:1][C:2]1[CH:7]=[CH:6][C:5]([C:8]2([C:13]([OH:15])=O)[CH2:12][CH2:11][CH2:10][CH2:9]2)=[CH:4][CH:3]=1.[NH2:16][CH2:17][CH2:18][CH2:19][N:20]1[CH2:25][CH2:24][CH:23]([C:26]2[CH:27]=[C:28]([NH:33][C:34](=[O:38])[CH:35]([CH3:37])[CH3:36])[CH:29]=[CH:30][C:31]=2[F:32])[CH2:22][CH2:21]1. (8) Given the product [CH3:7][O:6][C:4](=[O:5])[C@H:3]([CH3:8])[CH2:2][O:1][CH2:13][C:14]1[CH:19]=[CH:18][CH:17]=[CH:16][CH:15]=1, predict the reactants needed to synthesize it. The reactants are: [OH:1][CH2:2][C@@H:3]([CH3:8])[C:4]([O:6][CH3:7])=[O:5].ClC(Cl)(Cl)C(=N)O[CH2:13][C:14]1[CH:19]=[CH:18][CH:17]=[CH:16][CH:15]=1.OS(C(F)(F)F)(=O)=O.C([O-])(O)=O.[Na+].